From a dataset of Full USPTO retrosynthesis dataset with 1.9M reactions from patents (1976-2016). Predict the reactants needed to synthesize the given product. (1) Given the product [O:9]1[C:14]2[CH:15]=[CH:16][C:17]([C:19]3[C:20]([CH:26]([OH:32])[C:27]([O:29][CH2:30][CH3:31])=[O:28])=[C:21]([CH3:25])[S:22][C:23]=3[CH3:24])=[CH:18][C:13]=2[CH2:12][CH2:11][CH2:10]1, predict the reactants needed to synthesize it. The reactants are: [BH4-].[BH4-].[BH4-].[BH4-].[Na+].[Na+].[Na+].[Na+].[O:9]1[C:14]2[CH:15]=[CH:16][C:17]([C:19]3[C:20]([C:26](=[O:32])[C:27]([O:29][CH2:30][CH3:31])=[O:28])=[C:21]([CH3:25])[S:22][C:23]=3[CH3:24])=[CH:18][C:13]=2[CH2:12][CH2:11][CH2:10]1.O. (2) The reactants are: [C:1]([C:5]1[C:14]2[O:13][CH2:12][CH2:11][N:10]([CH3:15])[C:9]=2[CH:8]=[C:7]([C:16](=[O:18])[CH3:17])[CH:6]=1)([CH3:4])([CH3:3])[CH3:2].[Br:19]Br. Given the product [Br:19][CH2:17][C:16]([C:7]1[CH:6]=[C:5]([C:1]([CH3:4])([CH3:2])[CH3:3])[C:14]2[O:13][CH2:12][CH2:11][N:10]([CH3:15])[C:9]=2[CH:8]=1)=[O:18], predict the reactants needed to synthesize it. (3) Given the product [CH2:11]([O:10][C:8](=[O:9])[C:7]([F:14])([F:13])[CH2:24][NH:25][CH2:26][CH2:27][C:28]1[S:29][CH:30]=[CH:31][CH:32]=1)[CH3:12], predict the reactants needed to synthesize it. The reactants are: Cl[Si](C)(C)C.Br[C:7]([F:14])([F:13])[C:8]([O:10][CH2:11][CH3:12])=[O:9].N1([CH2:24][NH:25][CH2:26][CH2:27][C:28]2[S:29][CH:30]=[CH:31][CH:32]=2)C2C=CC=CC=2N=N1. (4) The reactants are: [Cl-].O[NH3+:3].[C:4](=[O:7])([O-])[OH:5].[Na+].CS(C)=O.[CH2:13]([C:17]1[N:18]=[C:19]([CH3:46])[N:20]([C:39]2[CH:44]=[CH:43][CH:42]=[CH:41][C:40]=2[CH3:45])[C:21](=[O:38])[C:22]=1[CH2:23][C:24]1[CH:29]=[CH:28][C:27]([C:30]2[C:31]([C:36]#[N:37])=[CH:32][CH:33]=[CH:34][CH:35]=2)=[CH:26][CH:25]=1)[CH2:14][CH2:15][CH3:16]. Given the product [CH2:13]([C:17]1[N:18]=[C:19]([CH3:46])[N:20]([C:39]2[CH:44]=[CH:43][CH:42]=[CH:41][C:40]=2[CH3:45])[C:21](=[O:38])[C:22]=1[CH2:23][C:24]1[CH:29]=[CH:28][C:27]([C:30]2[CH:35]=[CH:34][CH:33]=[CH:32][C:31]=2[C:36]2[NH:3][C:4](=[O:7])[O:5][N:37]=2)=[CH:26][CH:25]=1)[CH2:14][CH2:15][CH3:16], predict the reactants needed to synthesize it. (5) Given the product [Cl:25][C:14]1[CH:15]=[C:16]([O:19][CH2:20][CH2:21][CH2:22][CH2:23][CH3:24])[CH:17]=[CH:18][C:13]=1[CH2:12][N:11]1[C:8]2[CH:9]=[CH:10][C:5]([OH:4])=[CH:6][C:7]=2[N:29]=[C:26]1[CH3:27], predict the reactants needed to synthesize it. The reactants are: C([O:4][C:5]1[CH:10]=[CH:9][C:8]([N:11]([C:26](=O)[CH3:27])[CH2:12][C:13]2[CH:18]=[CH:17][C:16]([O:19][CH2:20][CH2:21][CH2:22][CH2:23][CH3:24])=[CH:15][C:14]=2[Cl:25])=[C:7]([N+:29]([O-])=O)[CH:6]=1)(=O)C.C(O)(=O)C. (6) Given the product [CH3:7][N:4]1[CH:5]=[CH:6][C:2]([NH:1][C:10]([C:12]2[CH:22]=[C:21]([O:23][C:24]3[CH:29]=[CH:28][C:27]([C:30]#[N:31])=[C:26]([Cl:32])[CH:25]=3)[C:15]3[CH2:16][C:17]([CH3:20])([CH3:19])[O:18][C:14]=3[CH:13]=2)=[O:9])=[N:3]1, predict the reactants needed to synthesize it. The reactants are: [NH2:1][C:2]1[CH:6]=[CH:5][N:4]([CH3:7])[N:3]=1.C[O:9][C:10]([C:12]1[CH:22]=[C:21]([O:23][C:24]2[CH:29]=[CH:28][C:27]([C:30]#[N:31])=[C:26]([Cl:32])[CH:25]=2)[C:15]2[CH2:16][C:17]([CH3:20])([CH3:19])[O:18][C:14]=2[CH:13]=1)=O. (7) Given the product [Br:15][C:6]1[CH:5]=[C:4]([CH2:1][CH3:2])[C:12]2[O:11][CH2:10][C:9]([CH3:13])([CH3:14])[C:8]=2[CH:7]=1, predict the reactants needed to synthesize it. The reactants are: [C:1]([C:4]1[C:12]2[O:11][CH2:10][C:9]([CH3:14])([CH3:13])[C:8]=2[CH:7]=[C:6]([Br:15])[CH:5]=1)(=O)[CH3:2].C([SiH](CC)CC)C.CO.C(=O)(O)[O-].[Na+]. (8) Given the product [F:14][C:9]([F:15])([O:8][C:5]1[CH:6]=[CH:7][C:2]([C:22]([O:24][CH2:25][CH3:26])=[O:23])=[CH:3][CH:4]=1)[C:10]([F:13])([F:12])[F:11], predict the reactants needed to synthesize it. The reactants are: Br[C:2]1[CH:7]=[CH:6][C:5]([O:8][C:9]([F:15])([F:14])[C:10]([F:13])([F:12])[F:11])=[CH:4][CH:3]=1.C1COCC1.Cl[C:22]([O:24][CH2:25][CH3:26])=[O:23]. (9) Given the product [N:1]1([S:11]([C:14]2[CH:15]=[C:16]([N:20]3[C:25](=[O:26])[C:24]4=[C:27]([C:30]5[NH:35][N:34]=[N:33][N:31]=5)[S:28][CH:29]=[C:23]4[NH:22][C:21]3=[O:32])[CH:17]=[CH:18][CH:19]=2)(=[O:12])=[O:13])[C:10]2[C:5](=[CH:6][CH:7]=[CH:8][CH:9]=2)[CH2:4][CH2:3][CH2:2]1, predict the reactants needed to synthesize it. The reactants are: [N:1]1([S:11]([C:14]2[CH:15]=[C:16]([N:20]3[C:25](=[O:26])[C:24]4=[C:27]([C:30]#[N:31])[S:28][CH:29]=[C:23]4[NH:22][C:21]3=[O:32])[CH:17]=[CH:18][CH:19]=2)(=[O:13])=[O:12])[C:10]2[C:5](=[CH:6][CH:7]=[CH:8][CH:9]=2)[CH2:4][CH2:3][CH2:2]1.[N-:33]=[N+:34]=[N-:35].[Na+].[Cl-].[NH4+].Cl. (10) Given the product [NH2:1][C:2]1[C:9]([C:10]([F:13])([F:12])[F:11])=[CH:8][C:5]([CH:6]=[O:19])=[CH:4][C:3]=1[C:14]([F:17])([F:16])[F:15], predict the reactants needed to synthesize it. The reactants are: [NH2:1][C:2]1[C:9]([C:10]([F:13])([F:12])[F:11])=[CH:8][C:5]([C:6]#N)=[CH:4][C:3]=1[C:14]([F:17])([F:16])[F:15].C(O)=[O:19].